Regression. Given a peptide amino acid sequence and an MHC pseudo amino acid sequence, predict their binding affinity value. This is MHC class II binding data. From a dataset of Peptide-MHC class II binding affinity with 134,281 pairs from IEDB. (1) The MHC is DRB5_0101 with pseudo-sequence DRB5_0101. The binding affinity (normalized) is 0.506. The peptide sequence is GELQIVDKDDAAFKI. (2) The peptide sequence is FVRIQPGQTFSVLAC. The MHC is DRB1_0301 with pseudo-sequence DRB1_0301. The binding affinity (normalized) is 0.285. (3) The peptide sequence is SYFVGKMYFNLID. The MHC is DRB1_0701 with pseudo-sequence DRB1_0701. The binding affinity (normalized) is 0.266. (4) The binding affinity (normalized) is 0.518. The MHC is DRB1_0101 with pseudo-sequence DRB1_0101. The peptide sequence is FRKYTAFTIPSINNE. (5) The peptide sequence is KWHKHYLVCNYGPSG. The MHC is HLA-DQA10401-DQB10402 with pseudo-sequence HLA-DQA10401-DQB10402. The binding affinity (normalized) is 0. (6) The peptide sequence is FILTARVRRVFVVKD. The MHC is H-2-IAd with pseudo-sequence H-2-IAd. The binding affinity (normalized) is 0.509.